From a dataset of Forward reaction prediction with 1.9M reactions from USPTO patents (1976-2016). Predict the product of the given reaction. (1) Given the reactants [CH2:1]([O:3][C:4](=[O:32])[CH2:5][C:6]1[C:11]([Cl:12])=[CH:10][N:9]=[C:8]([N:13]([C:24]([O:26][C:27]([CH3:30])([CH3:29])[CH3:28])=[O:25])[CH2:14][C:15]([F:23])([F:22])[C:16]2[CH:21]=[CH:20][CH:19]=[CH:18][N:17]=2)[C:7]=1[F:31])[CH3:2].ClC1C=C(C=CC=1)C(OO)=[O:38], predict the reaction product. The product is: [CH2:1]([O:3][C:4](=[O:32])[CH2:5][C:6]1[C:11]([Cl:12])=[CH:10][N:9]=[C:8]([N:13]([C:24]([O:26][C:27]([CH3:28])([CH3:30])[CH3:29])=[O:25])[CH2:14][C:15]([F:23])([F:22])[C:16]2[CH:21]=[CH:20][CH:19]=[CH:18][N+:17]=2[O-:38])[C:7]=1[F:31])[CH3:2]. (2) Given the reactants [N:1]([C:4]1[CH:5]=[CH:6][C:7]([CH3:30])=[C:8]([C:10]([C:12]2[CH:17]=[CH:16][C:15]([NH:18][C:19]3[CH:24]=[CH:23][C:22](C(F)(F)F)=[CH:21][CH:20]=3)=[CH:14][C:13]=2[Cl:29])=[O:11])[CH:9]=1)=[N+:2]=[N-:3].NC1C=CC(C)=C(C(C2C=CC(NC3C=CC=C([Cl:53])C=3)=CC=2Cl)=O)C=1, predict the reaction product. The product is: [N:1]([C:4]1[CH:5]=[CH:6][C:7]([CH3:30])=[C:8]([C:10]([C:12]2[CH:17]=[CH:16][C:15]([NH:18][C:19]3[CH:24]=[CH:23][CH:22]=[C:21]([Cl:53])[CH:20]=3)=[CH:14][C:13]=2[Cl:29])=[O:11])[CH:9]=1)=[N+:2]=[N-:3].